This data is from Catalyst prediction with 721,799 reactions and 888 catalyst types from USPTO. The task is: Predict which catalyst facilitates the given reaction. Reactant: [NH2:1][C@@H:2]([C@@H:6]([CH3:9])[CH2:7][CH3:8])[C:3]([OH:5])=[O:4].[OH-].[Na+].Cl[C:13]([O:15][CH3:16])=[O:14]. Product: [CH3:16][O:15][C:13]([NH:1][C@@H:2]([C@@H:6]([CH3:9])[CH2:7][CH3:8])[C:3]([OH:5])=[O:4])=[O:14]. The catalyst class is: 225.